Dataset: Reaction yield outcomes from USPTO patents with 853,638 reactions. Task: Predict the reaction yield, written as a fraction of the theoretical maximum amount of product (1.0 means a 100% yield; for example, 0.34 means a 34% yield). (1) The reactants are [OH:1][C:2]1[CH:7]=[CH:6][C:5]([C:8]([O:10][CH3:11])=[O:9])=[CH:4][N:3]=1.[C:12]([O:16][C:17]([N:19]1[CH2:25][CH2:24][CH2:23][C@H:20]1[CH2:21]O)=[O:18])([CH3:15])([CH3:14])[CH3:13].C1C=CC(P(C2C=CC=CC=2)C2C=CC=CC=2)=CC=1.CC(OC(/N=N/C(OC(C)C)=O)=O)C. The catalyst is C1COCC1. The product is [C:12]([O:16][C:17]([N:19]1[CH2:25][CH2:24][CH2:23][CH:20]1[CH2:21][O:1][C:2]1[CH:7]=[CH:6][C:5]([C:8]([O:10][CH3:11])=[O:9])=[CH:4][N:3]=1)=[O:18])([CH3:15])([CH3:13])[CH3:14]. The yield is 0.440. (2) The product is [Br:16][CH2:1][C:2]1[O:6][C:5]([C:7]2[CH:8]=[CH:9][C:10]([N+:13]([O-:15])=[O:14])=[CH:11][CH:12]=2)=[N:4][CH:3]=1. The catalyst is C(Cl)(Cl)(Cl)Cl.C(OOC(=O)C1C=CC=CC=1)(=O)C1C=CC=CC=1. The yield is 0.650. The reactants are [CH3:1][C:2]1[O:6][C:5]([C:7]2[CH:12]=[CH:11][C:10]([N+:13]([O-:15])=[O:14])=[CH:9][CH:8]=2)=[N:4][CH:3]=1.[Br:16]NC(=O)CCC(N)=O. (3) The reactants are [OH:1][C:2]([CH3:24])([CH3:23])[C:3]#[C:4][C:5]1[CH:6]=[CH:7][C:8]2[O:9][CH2:10][CH2:11][C:12]3[N:13]([CH:16]=[C:17]([C:19](OC)=[O:20])[N:18]=3)[C:14]=2[N:15]=1.ClC1C=CC2OCCC3[N:34](C=C(C(OC)=O)N=3)C=2N=1.CC(C#C)CO.N.O. The catalyst is O1CCOCC1.O. The product is [OH:1][C:2]([CH3:23])([CH3:24])[C:3]#[C:4][C:5]1[CH:6]=[CH:7][C:8]2[O:9][CH2:10][CH2:11][C:12]3[N:13]([CH:16]=[C:17]([C:19]([NH2:34])=[O:20])[N:18]=3)[C:14]=2[N:15]=1. The yield is 0.440. (4) The reactants are Cl[C:2]1[N:3]=[C:4]([OH:12])[C:5]2[CH:11]=[CH:10][N:9]=[CH:8][C:6]=2[N:7]=1.[CH3:13][N:14]([CH2:22][CH2:23][C:24]1[CH:29]=[CH:28][CH:27]=[CH:26][CH:25]=1)[C:15]1[CH:20]=[CH:19][C:18]([OH:21])=[CH:17][CH:16]=1. No catalyst specified. The product is [CH3:13][N:14]([CH2:22][CH2:23][C:24]1[CH:29]=[CH:28][CH:27]=[CH:26][CH:25]=1)[C:15]1[CH:20]=[CH:19][C:18]([O:21][C:2]2[N:3]=[C:4]([OH:12])[C:5]3[CH:11]=[CH:10][N:9]=[CH:8][C:6]=3[N:7]=2)=[CH:17][CH:16]=1. The yield is 0.170. (5) The reactants are [OH:1][C:2]1[CH:11]=[C:10]2[C:5]([C:6]([O:12][C:13]3[C:14]([C:23]([O:25][CH2:26][CH2:27][CH3:28])=[O:24])=[CH:15][C:16]4[C:21]([CH:22]=3)=[CH:20][CH:19]=[CH:18][CH:17]=4)=[CH:7][CH:8]=[N:9]2)=[CH:4][C:3]=1[O:29][CH3:30].Br[CH2:32][CH2:33][Cl:34].C(=O)([O-])[O-].[K+].[K+].O. The catalyst is CN(C)C=O. The product is [Cl:34][CH2:33][CH2:32][O:1][C:2]1[CH:11]=[C:10]2[C:5]([C:6]([O:12][C:13]3[C:14]([C:23]([O:25][CH2:26][CH2:27][CH3:28])=[O:24])=[CH:15][C:16]4[C:21]([CH:22]=3)=[CH:20][CH:19]=[CH:18][CH:17]=4)=[CH:7][CH:8]=[N:9]2)=[CH:4][C:3]=1[O:29][CH3:30]. The yield is 0.910. (6) The product is [NH3:5].[CH3:11][OH:12].[C:1]([N:5]1[CH2:10][CH2:9][NH:8][C@@H:7]([C:18]([N:20]2[CH2:25][CH2:24][N:23]([C:35]([NH:34][C:31]3[CH:32]=[CH:33][C:28]([C:26]#[N:27])=[C:29]([C:44]([F:45])([F:47])[F:46])[CH:30]=3)=[O:36])[CH2:22][CH2:21]2)=[O:19])[CH2:6]1)([CH3:4])([CH3:2])[CH3:3]. The catalyst is C(Cl)Cl. The yield is 0.100. The reactants are [C:1]([N:5]1[CH2:10][CH2:9][N:8]([C:11](OC(C)(C)C)=[O:12])[C@@H:7]([C:18]([N:20]2[CH2:25][CH2:24][NH:23][CH2:22][CH2:21]2)=[O:19])[CH2:6]1)([CH3:4])([CH3:3])[CH3:2].[C:26]([C:28]1[CH:33]=[CH:32][C:31]([NH:34][C:35](=O)[O:36]C2C=CC=CC=2)=[CH:30][C:29]=1[C:44]([F:47])([F:46])[F:45])#[N:27]. (7) The reactants are C(OC([N:8]1[CH2:13][CH2:12][N:11]([C:14]2[S:15][C:16]3[CH:22]=[C:21]([C:23]([F:26])([F:25])[F:24])[CH:20]=[CH:19][C:17]=3[N:18]=2)[C@H:10]([CH2:27][O:28][CH3:29])[CH2:9]1)=O)(C)(C)C.FC(F)(F)C(O)=O. The catalyst is C(Cl)Cl. The product is [CH3:29][O:28][CH2:27][C@@H:10]1[CH2:9][NH:8][CH2:13][CH2:12][N:11]1[C:14]1[S:15][C:16]2[CH:22]=[C:21]([C:23]([F:26])([F:24])[F:25])[CH:20]=[CH:19][C:17]=2[N:18]=1. The yield is 0.960.